Dataset: Experimentally validated miRNA-target interactions with 360,000+ pairs, plus equal number of negative samples. Task: Binary Classification. Given a miRNA mature sequence and a target amino acid sequence, predict their likelihood of interaction. (1) The miRNA is hsa-miR-4453 with sequence GAGCUUGGUCUGUAGCGGUU. The protein sequence of the target gene is MRCLAPRPAGSYLSEPQGSSQCATMELGPLEGGYLELLNSDADPLCLYHFYDQMDLAGEEEIELYSEPDTDTINCDQFSRLLCDMEGDEETREAYANIAELDQYVFQDSQLEGLSKDIFKHIGPDEVIGESMEMPAEVGQKSQKRPFPEELPADLKHWKPAEPPTVVTGSLLVRPVSDCSTLPCLPLPALFNQEPASGQMRLEKTDQIPMPFSSSSLSCLNLPEGPIQFVPTISTLPHGLWQISEAGTGVSSIFIYHGEVPQASQVPPPSGFTVHGLPTSPDRPGSTSPFAPSATDLPSM.... Result: 0 (no interaction). (2) The miRNA is hsa-miR-5000-5p with sequence CAGUUCAGAAGUGUUCCUGAGU. The protein sequence of the target gene is MERKGLAARSSGNPSPPALGEGPRPVPPPCVPSGGGAPERGQAGTAAEPAELIRRAHEFKSQGAQCYKDKKFREAIGKYHRALLELKGLLPSQEERDARPASSAGVPKSSRLSEEQSKTVEAIEIDCYNSLAACLLQAELVNYERVKEYCLKVLKKEGENFKALYRSGVAFYHLGDYDKALYYLKEARTRQPTDTNVIRYIQLTEMKLSRCSQREKEAM. Result: 0 (no interaction). (3) The miRNA is hsa-miR-6770-3p with sequence CUGGCGGCUGUGUCUUCACAG. The protein sequence of the target gene is MAADKGPAAGPRSRAAMAQWRKKKGLRKRRGAASQARGSDSEDGEFEIQAEDDARARKLGPGRPLPTFPTSECTSDVEPDTREMVRAQNKKKKKSGGFQSMGLSYPVFKGIMKKGYKVPTPIQRKTIPVILDGKDVVAMARTGSGKTACFLLPMFERLKTHSAQTGARALILSPTRELALQTLKFTKELGKFTGLKTALILGGDRMEDQFAALHENPDIIIATPGRLVHVAVEMSLKLQSVEYVVFDEADRLFEMGFAEQLQEIIARLPGGHQTVLFSATLPKLLVEFARAGLTEPVLIR.... Result: 0 (no interaction). (4) The miRNA is hsa-miR-4768-3p with sequence CCAGGAGAUCCAGAGAGAAU. The protein sequence of the target gene is MTVSGPGTPEPRPATPGASSVEQLRKEGNELFKCGDYGGALAAYTQALGLDATPQDQAVLHRNRAACHLKLEDYDKAETEASKAIEKDGGDVKALYRRSQALEKLGRLDQAVLDLQRCVSLEPKNKVFQEALRNIGGQIQEKVRYMSSTDAKVEQMFQILLDPEEKGTEKKQKASQNLVVLAREDAGAEKIFRSNGVQLLQRLLDMGETDLMLAALRTLVGICSEHQSRTVATLSILGTRRVVSILGVESQAVSLAACHLLQVMFDALKEGVKKGFRGKEGAIIVDPARELKVLISNLLD.... Result: 0 (no interaction). (5) Result: 1 (interaction). The miRNA is hsa-miR-4660 with sequence UGCAGCUCUGGUGGAAAAUGGAG. The protein sequence of the target gene is MENSHPPHHHHQQPPPQPGPSGERRNHHWRSYKLMIDPALKKGHHKLYRYDGQHFSLAMSSNRPVEIVEDPRVVGIWTKNKELELSVPKFKIDEFYVGPVPPKQVTFAKLNDNIRENFLRDMCKKYGEVEEVEILYNPKTKKHLGIAKVVFATVRGAKDAVQHLHSTSVMGNIIHVELDTKGETRMRFYELLVTGRYTPQTLPVGELDAVSPIVNETLQLSDALKRLKDGGLSAGCGSGSSSVTPNSGGTPFSQDTAYSSCRLDTPNSYGQGTPLTPRLGTPFSQDSSYSSRQPTPSYLF.... (6) The miRNA is hsa-miR-6884-5p with sequence AGAGGCUGAGAAGGUGAUGUUG. The protein sequence of the target gene is MGCLWGLALPLFFFCWEVGVSGSSAGPSTRRADTAMTTDDTEVPAMTLAPGHAALETQTLSAETSSRASTPAGPIPEAETRGAKRISPARETRSFTKTSPNFMVLIATSVETSAASGSPEGAGMTTVQTITGSDPREAIFDTLCTDDSSEEAKTLTMDILTLAHTSTEAKGLSSESSASSDSPHPVITPSRASESSASSDGPHPVITPSRASESSASSDGPHPVITPSRASESSASSDGPHPVITPSRASESSASSDGPHPVITPSRASESSASSDGPHPVITPSRASESSASSDGPHPV.... Result: 1 (interaction).